Dataset: Reaction yield outcomes from USPTO patents with 853,638 reactions. Task: Predict the reaction yield, written as a fraction of the theoretical maximum amount of product (1.0 means a 100% yield; for example, 0.34 means a 34% yield). The catalyst is O1CCCC1.[CH3-].C[Al+]C.[CH-]1C=CC=C1.[CH-]1C=CC=C1.[Cl-].[Ti+3]. The yield is 0.740. The product is [Br:1][C:2]1[CH:3]=[C:4]2[C:9](=[CH:10][CH:11]=1)[O:8][C:7](=[CH2:15])[CH2:6][C:5]2([CH3:14])[CH3:13]. The reactants are [Br:1][C:2]1[CH:3]=[C:4]2[C:9](=[CH:10][CH:11]=1)[O:8][C:7](=O)[CH2:6][C:5]2([CH3:14])[CH3:13].[C:15]1(C)C=CC=CC=1.[OH-].[Na+].